This data is from Peptide-MHC class II binding affinity with 134,281 pairs from IEDB. The task is: Regression. Given a peptide amino acid sequence and an MHC pseudo amino acid sequence, predict their binding affinity value. This is MHC class II binding data. (1) The peptide sequence is LVWMACHSAAFEDLR. The MHC is DRB1_0701 with pseudo-sequence DRB1_0701. The binding affinity (normalized) is 0.442. (2) The peptide sequence is HAAIGAYLEEQEQWK. The MHC is DRB1_1301 with pseudo-sequence DRB1_1301. The binding affinity (normalized) is 0.671.